Dataset: Reaction yield outcomes from USPTO patents with 853,638 reactions. Task: Predict the reaction yield, written as a fraction of the theoretical maximum amount of product (1.0 means a 100% yield; for example, 0.34 means a 34% yield). (1) The reactants are C(NC(C)C)(C)C.C([Li])CCC.[Cl:13][C:14]1[CH:19]=[C:18]([C:20]#[CH:21])[CH:17]=[C:16]([Cl:22])[CH:15]=1.Cl[C:24]([O:26][CH2:27][CH3:28])=[O:25]. The catalyst is C1COCC1. The product is [CH2:27]([O:26][C:24](=[O:25])[C:21]#[C:20][C:18]1[CH:19]=[C:14]([Cl:13])[CH:15]=[C:16]([Cl:22])[CH:17]=1)[CH3:28]. The yield is 0.870. (2) The product is [F:1][C:2]1[CH:7]=[CH:6][CH:5]=[CH:4][C:3]=1[C:8]1[CH:13]=[CH:12][C:11]([B:23]([OH:26])[OH:24])=[C:10]([O:14][CH3:15])[C:9]=1[O:16][CH3:17]. The yield is 0.650. The reactants are [F:1][C:2]1[CH:7]=[CH:6][CH:5]=[CH:4][C:3]=1[C:8]1[CH:13]=[CH:12][CH:11]=[C:10]([O:14][CH3:15])[C:9]=1[O:16][CH3:17].C([Li])CCC.[B:23](OC)([O:26]C)[O:24]C.Cl. The catalyst is C1COCC1.CCCCCC. (3) The reactants are [CH2:1]([OH:29])[CH2:2][CH2:3][CH2:4][CH2:5][CH2:6][CH2:7][CH2:8][CH2:9][CH2:10][CH2:11][CH2:12][CH2:13][CH2:14][CH2:15][CH2:16][CH2:17][CH2:18][CH2:19][CH2:20][CH2:21][CH2:22][CH2:23][CH2:24][CH2:25][CH2:26][CH2:27][CH3:28].C(Cl)Cl.C([O-])([O-])=O.[Ca+2].[Cr](Cl)([O-])(=O)=O.[NH+]1C=CC=CC=1. The catalyst is CCCCCC. The product is [CH:1](=[O:29])[CH2:2][CH2:3][CH2:4][CH2:5][CH2:6][CH2:7][CH2:8][CH2:9][CH2:10][CH2:11][CH2:12][CH2:13][CH2:14][CH2:15][CH2:16][CH2:17][CH2:18][CH2:19][CH2:20][CH2:21][CH2:22][CH2:23][CH2:24][CH2:25][CH2:26][CH2:27][CH3:28]. The yield is 0.459. (4) The reactants are [C:1]([O:10]C)(=O)[C:2]1[C:3](=[CH:5][CH:6]=[CH:7][CH:8]=1)[SH:4].[C:12]([C:14]1[N:19]=[C:18]([CH2:20][CH2:21][CH2:22][O:23][CH2:24][CH2:25][C:26]([O:28][C:29]([CH3:32])([CH3:31])[CH3:30])=[O:27])[CH:17]=[CH:16][CH:15]=1)#[N:13].C(N(CC)CC)C. The catalyst is C1(C)C=CC=CC=1. The product is [O:10]=[C:1]1[C:2]2[CH:8]=[CH:7][CH:6]=[CH:5][C:3]=2[S:4][C:12]([C:14]2[N:19]=[C:18]([CH2:20][CH2:21][CH2:22][O:23][CH2:24][CH2:25][C:26]([O:28][C:29]([CH3:32])([CH3:31])[CH3:30])=[O:27])[CH:17]=[CH:16][CH:15]=2)=[N:13]1. The yield is 0.670. (5) The reactants are [NH2:1][CH2:2][C:3]1([OH:26])[CH2:6][N:5]([C:7]([C:9]2[CH:14]=[CH:13][C:12]([F:15])=[C:11]([F:16])[C:10]=2[NH:17][C:18]2[CH:23]=[CH:22][C:21]([I:24])=[CH:20][C:19]=2[F:25])=[O:8])[CH2:4]1.[CH3:27][S:28][C:29](SC)=[CH:30][N+:31]([O-:33])=[O:32]. The catalyst is C(O)C. The product is [F:16][C:11]1[C:10]([NH:17][C:18]2[CH:23]=[CH:22][C:21]([I:24])=[CH:20][C:19]=2[F:25])=[C:9]([C:7]([N:5]2[CH2:6][C:3]([CH2:2][NH:1]/[C:29](/[S:28][CH3:27])=[CH:30]/[N+:31]([O-:33])=[O:32])([OH:26])[CH2:4]2)=[O:8])[CH:14]=[CH:13][C:12]=1[F:15]. The yield is 0.390. (6) The reactants are [CH2:1]([O:4][C:5]1([CH3:38])[CH2:10][CH2:9][N:8]([C:11]2[C:12]3[N:13]([N:28]=[C:29]([C:31]4[CH:36]=[CH:35][CH:34]=[C:33](Br)[CH:32]=4)[CH:30]=3)[CH:14]=[C:15]([CH3:27])[C:16]=2[C@H:17]([O:22][C:23]([CH3:26])([CH3:25])[CH3:24])[C:18]([O:20][CH3:21])=[O:19])[CH2:7][CH2:6]1)[CH:2]=[CH2:3].[F:39][C:40]1[CH:41]=[CH:42][C:43]([OH:49])=[C:44](B(O)O)[CH:45]=1.C([O-])([O-])=O.[Na+].[Na+]. The catalyst is CN(C=O)C.C1C=CC([P]([Pd]([P](C2C=CC=CC=2)(C2C=CC=CC=2)C2C=CC=CC=2)([P](C2C=CC=CC=2)(C2C=CC=CC=2)C2C=CC=CC=2)[P](C2C=CC=CC=2)(C2C=CC=CC=2)C2C=CC=CC=2)(C2C=CC=CC=2)C2C=CC=CC=2)=CC=1. The product is [CH2:1]([O:4][C:5]1([CH3:38])[CH2:10][CH2:9][N:8]([C:11]2[C:12]3[N:13]([N:28]=[C:29]([C:31]4[CH:32]=[C:33]([C:42]5[CH:41]=[C:40]([F:39])[CH:45]=[CH:44][C:43]=5[OH:49])[CH:34]=[CH:35][CH:36]=4)[CH:30]=3)[CH:14]=[C:15]([CH3:27])[C:16]=2[C@H:17]([O:22][C:23]([CH3:26])([CH3:25])[CH3:24])[C:18]([O:20][CH3:21])=[O:19])[CH2:7][CH2:6]1)[CH:2]=[CH2:3]. The yield is 0.735. (7) The reactants are [C:1]([C:3]1[CH:4]=[C:5]([CH:20]=[CH:21][CH:22]=1)[CH:6]=[C:7]1[CH2:12][CH2:11][N:10](C(OC(C)(C)C)=O)[CH2:9][CH2:8]1)#[N:2].CO.[ClH:25]. The catalyst is C(OCC)C. The product is [ClH:25].[C:1]([C:3]1[CH:4]=[C:5]([CH:20]=[CH:21][CH:22]=1)[CH:6]=[C:7]1[CH2:12][CH2:11][NH:10][CH2:9][CH2:8]1)#[N:2]. The yield is 0.500. (8) The reactants are [F:1][C:2]([F:20])([F:19])[C:3]1[CH:4]=[C:5]([C:9]2[NH:13][C:12]3[CH:14]=[CH:15][CH:16]=[C:17]([NH2:18])[C:11]=3[N:10]=2)[CH:6]=[CH:7][CH:8]=1.[CH:21](=O)[C:22]1[CH:27]=[CH:26][CH:25]=[N:24][CH:23]=1.[BH-](OC(C)=O)(OC(C)=O)OC(C)=O.[Na+].N#N.C([O-])(O)=O.[Na+]. The catalyst is ClCCCl. The product is [N:24]1[CH:25]=[CH:26][CH:27]=[C:22]([CH2:21][NH:18][C:17]2[C:11]3[N:10]=[C:9]([C:5]4[CH:6]=[CH:7][CH:8]=[C:3]([C:2]([F:1])([F:19])[F:20])[CH:4]=4)[NH:13][C:12]=3[CH:14]=[CH:15][CH:16]=2)[CH:23]=1. The yield is 0.460. (9) The reactants are [H-].[Na+].[F:3][C:4]1[CH:5]=[C:6]([OH:10])[CH:7]=[CH:8][CH:9]=1.CN(CCN(C)C)C.[CH3:19][O:20][C:21](=[O:27])[CH:22](Cl)[C:23]([CH3:25])=[O:24]. The catalyst is C1COCC1. The product is [F:3][C:4]1[CH:5]=[C:6]([CH:7]=[CH:8][CH:9]=1)[O:10][CH:22]([C:23](=[O:24])[CH3:25])[C:21]([O:20][CH3:19])=[O:27]. The yield is 0.260. (10) The reactants are [Cl:1][S:2]([OH:5])(=O)=[O:3].[C:6]1([OH:12])[CH:11]=[CH:10][CH:9]=[CH:8][CH:7]=1. The catalyst is C(Cl)Cl. The product is [OH:12][C:6]1[CH:11]=[CH:10][C:9]([S:2]([Cl:1])(=[O:5])=[O:3])=[CH:8][CH:7]=1. The yield is 0.290.